From a dataset of Forward reaction prediction with 1.9M reactions from USPTO patents (1976-2016). Predict the product of the given reaction. (1) Given the reactants Br.Br.[F:3][C:4]([F:22])([F:21])[C:5]1[CH:6]=[C:7]([C:11]2[CH:20]=[CH:19][C:14]3[NH:15][C:16]([NH2:18])=[N:17][C:13]=3[CH:12]=2)[CH:8]=[CH:9][CH:10]=1.[OH:23][C:24]([CH3:41])([CH3:40])[C:25]#[C:26][C:27]1[CH:28]=[CH:29][C:30]2[N:31]([CH:34]=[C:35]([C:37](O)=[O:38])[N:36]=2)[C:32]=1[CH3:33].CN(C(ON1N=NC2C=CC=CC1=2)=[N+](C)C)C.F[P-](F)(F)(F)(F)F.CCN(C(C)C)C(C)C, predict the reaction product. The product is: [F:22][C:4]([F:3])([F:21])[C:5]1[CH:6]=[C:7]([C:11]2[CH:20]=[CH:19][C:14]3[NH:15][C:16]([NH:18][C:37]([C:35]4[N:36]=[C:30]5[CH:29]=[CH:28][C:27]([C:26]#[C:25][C:24]([OH:23])([CH3:41])[CH3:40])=[C:32]([CH3:33])[N:31]5[CH:34]=4)=[O:38])=[N:17][C:13]=3[CH:12]=2)[CH:8]=[CH:9][CH:10]=1. (2) Given the reactants [CH3:1][CH:2]1[C:11]2[C:6](=[CH:7][CH:8]=[CH:9][C:10]=2[O:12][C:13]2[CH:18]=[CH:17][C:16]([N+:19]([O-])=O)=[CH:15][N:14]=2)[O:5][CH2:4][CH2:3]1.O.NN, predict the reaction product. The product is: [CH3:1][CH:2]1[C:11]2[C:6](=[CH:7][CH:8]=[CH:9][C:10]=2[O:12][C:13]2[N:14]=[CH:15][C:16]([NH2:19])=[CH:17][CH:18]=2)[O:5][CH2:4][CH2:3]1. (3) Given the reactants [CH:1]1([CH2:7][CH:8]=O)[CH2:6][CH2:5][CH2:4][CH2:3][CH2:2]1.[C:10]([O:16][CH2:17][CH3:18])(=[O:15])[CH2:11][C:12]([CH3:14])=[O:13], predict the reaction product. The product is: [CH2:17]([O:16][C:10](=[O:15])[C:11]([C:12](=[O:13])[CH3:14])=[CH:8][CH2:7][CH:1]1[CH2:2][CH2:3][CH2:4][CH2:5][CH2:6]1)[CH3:18]. (4) Given the reactants [Br:1][C:2]1[CH:8]=[CH:7][C:5]([NH2:6])=[CH:4][CH:3]=1.[CH2:9]([O:11][CH:12]=[CH:13][C:14](Cl)=[O:15])[CH3:10], predict the reaction product. The product is: [Br:1][C:2]1[CH:8]=[CH:7][C:5]([NH:6][C:14](=[O:15])[CH:13]=[CH:12][O:11][CH2:9][CH3:10])=[CH:4][CH:3]=1. (5) Given the reactants [CH2:1]([C:3]1[CH:8]=[CH:7][C:6]([CH:9]2[CH2:14][N:13]([C:15]([N:17]3[CH2:22][CH2:21][S:20][CH2:19][CH2:18]3)=[O:16])[CH2:12][CH:11]([C:23]([OH:25])=O)[CH2:10]2)=[CH:5][CH:4]=1)[CH3:2].O[NH:27][C:28](=[NH:33])[CH2:29][CH2:30][O:31][CH3:32], predict the reaction product. The product is: [CH2:1]([C:3]1[CH:4]=[CH:5][C:6]([CH:9]2[CH2:10][CH:11]([C:23]3[O:25][N:33]=[C:28]([CH2:29][CH2:30][O:31][CH3:32])[N:27]=3)[CH2:12][N:13]([C:15]([N:17]3[CH2:18][CH2:19][S:20][CH2:21][CH2:22]3)=[O:16])[CH2:14]2)=[CH:7][CH:8]=1)[CH3:2]. (6) Given the reactants [CH:1]1([N:4]([CH:18]2[CH2:23][CH2:22][N:21]([C:24](=[O:37])[C:25]3[CH:30]=[CH:29][CH:28]=[CH:27][C:26]=3[N:31]3[CH2:35][CH2:34][O:33]C3=O)[CH2:20][CH2:19]2)[S:5]([C:8]2[CH:13]=[CH:12][CH:11]=[C:10]([C:14]([F:17])([F:16])[F:15])[CH:9]=2)(=[O:7])=[O:6])[CH2:3][CH2:2]1.[OH-].[K+], predict the reaction product. The product is: [CH:1]1([N:4]([CH:18]2[CH2:23][CH2:22][N:21]([C:24](=[O:37])[C:25]3[CH:30]=[CH:29][CH:28]=[CH:27][C:26]=3[NH:31][CH2:35][CH2:34][OH:33])[CH2:20][CH2:19]2)[S:5]([C:8]2[CH:13]=[CH:12][CH:11]=[C:10]([C:14]([F:16])([F:17])[F:15])[CH:9]=2)(=[O:6])=[O:7])[CH2:3][CH2:2]1. (7) Given the reactants [NH2:1][CH2:2][CH:3]1[CH2:9][CH2:8][C:7]2=[C:10]([NH2:14])[CH:11]=[CH:12][CH:13]=[C:6]2[CH2:5][CH2:4]1.[NH2:15]CC1CCC2C=C(N)C=CC=2CC1.CN(C(ON1N=NC2C1=CC=CC=2)=[N+](C)C)C.F[P-](F)(F)(F)(F)F.ON1C2C=CC=CC=2N=N1.C(N(C(C)C)CC)(C)C.[C:72]([C:74]1[CH:75]=[C:76]([CH:92]([CH3:94])[CH3:93])[C:77]2[O:81][C:80]([C:82]3[CH:90]=[CH:89][C:85]([C:86](O)=[O:87])=[CH:84][CH:83]=3)=[N:79][C:78]=2[CH:91]=1)#[N:73].ClCCl, predict the reaction product. The product is: [NH2:14][C:10]1[C:7]2[CH2:8][CH2:9][CH:3]([CH2:2][NH:1][C:86](=[O:87])[C:85]3[CH:84]=[CH:83][C:82]([C:80]4[O:81][C:77]5[C:76]([CH:92]([CH3:94])[CH3:93])=[CH:75][C:74]([C:72]#[N:73])=[CH:91][C:78]=5[N:79]=4)=[CH:90][CH:89]=3)[CH2:4][CH2:5][C:6]=2[CH:13]=[CH:12][CH:11]=1.[NH2:15][C:12]1[CH:11]=[CH:10][C:7]2[CH2:8][CH2:9][CH:3]([CH2:2][NH2:1])[CH2:4][CH2:5][C:6]=2[CH:13]=1. (8) Given the reactants [OH:1][C:2](=[C:6]1[C:11](=[O:12])[O:10][C:9]([CH3:14])([CH3:13])OC1=O)[CH:3]([CH3:5])[CH3:4].[C:16](O)(C)(C)C, predict the reaction product. The product is: [CH3:5][CH:3]([CH3:4])[C:2](=[O:1])[CH2:6][C:11]([O:10][C:9]([CH3:13])([CH3:14])[CH3:16])=[O:12].